Dataset: TCR-epitope binding with 47,182 pairs between 192 epitopes and 23,139 TCRs. Task: Binary Classification. Given a T-cell receptor sequence (or CDR3 region) and an epitope sequence, predict whether binding occurs between them. (1) The epitope is KRWIIMGLNK. The TCR CDR3 sequence is CASKPLVSTDTQYF. Result: 0 (the TCR does not bind to the epitope). (2) The epitope is LLQTGIHVRVSQPSL. The TCR CDR3 sequence is CASSLNSGSAGELFF. Result: 0 (the TCR does not bind to the epitope). (3) The epitope is VLWAHGFEL. The TCR CDR3 sequence is CASSQEGPWTGVWEQYF. Result: 0 (the TCR does not bind to the epitope). (4) The epitope is LLWNGPMAV. The TCR CDR3 sequence is CASTTGGSLPPEAFF. Result: 1 (the TCR binds to the epitope). (5) The epitope is GVAMPNLYK. The TCR CDR3 sequence is CASSDQFSGAYQETQYF. Result: 0 (the TCR does not bind to the epitope). (6) The epitope is RLRAEAQVK. The TCR CDR3 sequence is CASSFDPSRGEQYF. Result: 1 (the TCR binds to the epitope). (7) The epitope is NLWNTFTRL. The TCR CDR3 sequence is CASSENPLAGGEDEQFF. Result: 0 (the TCR does not bind to the epitope). (8) The epitope is SGPLKAEIAQRLED. The TCR CDR3 sequence is CASTGQLSGNTIYF. Result: 0 (the TCR does not bind to the epitope). (9) The epitope is RLRAEAQVK. The TCR CDR3 sequence is CASSPHLEGDEQYF. Result: 0 (the TCR does not bind to the epitope).